Dataset: Full USPTO retrosynthesis dataset with 1.9M reactions from patents (1976-2016). Task: Predict the reactants needed to synthesize the given product. (1) Given the product [CH3:44][O:43][C:38]1[CH:39]=[CH:40][CH:41]=[CH:42][C:37]=1[NH:19][CH2:18][C:17]1[C:8]([C:5]2[CH:6]=[CH:7][C:2]([O:1][C:64]([C:63]3[CH:51]=[N:53][CH:54]=[CH:61][CH:62]=3)=[O:60])=[CH:3][C:4]=2[O:49][CH3:50])=[CH:9][CH:10]=[C:11]2[C:16]=1[N:15]([CH3:45])[C:14](=[O:46])[C:13]([CH3:48])([CH3:47])[NH:12]2, predict the reactants needed to synthesize it. The reactants are: [OH:1][C:2]1[CH:7]=[CH:6][C:5]([C:8]2[C:17]([CH2:18][N:19]([C:37]3[CH:42]=[CH:41][CH:40]=[CH:39][C:38]=3[O:43][CH3:44])C(OCC3C4C=CC=CC=4C4C3=CC=CC=4)=O)=[C:16]3[C:11]([NH:12][C:13]([CH3:48])([CH3:47])[C:14](=[O:46])[N:15]3[CH3:45])=[CH:10][CH:9]=2)=[C:4]([O:49][CH3:50])[CH:3]=1.[CH2:51]([N:53](CC)[CH2:54]C)C.Cl.[Cl-].[O:60]1[CH2:64][CH2:63][CH2:62][CH2:61]1. (2) Given the product [N+:22]([C:19]1[CH:20]=[CH:21][C:16]([CH2:15][O:14][C:12]2[N:13]=[C:5]([NH2:3])[C:6]3[N:7]=[CH:8][N:9]([C:10]=3[N:11]=2)[C@@H:25]2[O:37][C@H:36]([CH2:38][OH:39])[C@@H:31]([OH:32])[C@H:26]2[OH:27])=[CH:17][CH:18]=1)([O-:24])=[O:23], predict the reactants needed to synthesize it. The reactants are: [H][H].[NH3:3].Cl[C:5]1[N:13]=[C:12]([O:14][CH2:15][C:16]2[CH:21]=[CH:20][C:19]([N+:22]([O-:24])=[O:23])=[CH:18][CH:17]=2)[N:11]=[C:10]2[C:6]=1[N:7]=[CH:8][N:9]2[C@@H:25]1[O:37][C@H:36]([CH2:38][O:39]C(=O)C)[C@@H:31]([O:32]C(=O)C)[C@H:26]1[O:27]C(=O)C. (3) Given the product [CH2:24]([O:16][C:8]1[C:9]2[CH:15]=[CH:14][CH:13]=[CH:12][C:10]=2[C:11]2[C@H:3]([CH2:2][Cl:1])[CH2:4][N:5]([C:17]([O:19][C:20]([CH3:23])([CH3:22])[CH3:21])=[O:18])[C:6]=2[CH:7]=1)[C:25]1[CH:30]=[CH:29][CH:28]=[CH:27][CH:26]=1, predict the reactants needed to synthesize it. The reactants are: [Cl:1][CH2:2][C@H:3]1[C:11]2[C:10]3[CH:12]=[CH:13][CH:14]=[CH:15][C:9]=3[C:8]([OH:16])=[CH:7][C:6]=2[N:5]([C:17]([O:19][C:20]([CH3:23])([CH3:22])[CH3:21])=[O:18])[CH2:4]1.[CH2:24](Br)[C:25]1[CH:30]=[CH:29][CH:28]=[CH:27][CH:26]=1.[I-].[K+]. (4) Given the product [C:1]([O:4][C:5]1[CH:25]=[CH:24][C:8]([C@H:9]2[C@@H:18]([OH:19])[C:17]3[C:12](=[CH:13][C:14]([O:20][C:21](=[O:23])[CH3:22])=[CH:15][CH:16]=3)[O:11][CH2:10]2)=[CH:7][CH:6]=1)(=[O:3])[CH3:2], predict the reactants needed to synthesize it. The reactants are: [C:1]([O:4][C:5]1[CH:25]=[CH:24][C:8]([CH:9]2[C:18](=[O:19])[C:17]3[C:12](=[CH:13][C:14]([O:20][C:21](=[O:23])[CH3:22])=[CH:15][CH:16]=3)[O:11][CH2:10]2)=[CH:7][CH:6]=1)(=[O:3])[CH3:2].